Dataset: Peptide-MHC class I binding affinity with 185,985 pairs from IEDB/IMGT. Task: Regression. Given a peptide amino acid sequence and an MHC pseudo amino acid sequence, predict their binding affinity value. This is MHC class I binding data. The peptide sequence is YAMAIRQAI. The MHC is HLA-C06:02 with pseudo-sequence HLA-C06:02. The binding affinity (normalized) is 0.573.